This data is from Catalyst prediction with 721,799 reactions and 888 catalyst types from USPTO. The task is: Predict which catalyst facilitates the given reaction. (1) Reactant: [O:1]1[C:6]2[CH:7]=[CH:8][CH:9]=[C:10]([N:11]3[CH2:16][CH2:15][N:14]([CH:17]([CH3:20])[CH2:18]O)[CH2:13][CH2:12]3)[C:5]=2[O:4][CH2:3][CH2:2]1.C(N(CC)CC)C.S([Cl:32])(C)(=O)=O. Product: [Cl-:32].[O:1]1[C:6]2[CH:7]=[CH:8][CH:9]=[C:10]([N:11]3[CH2:16][CH2:15][N+:14]4([CH:17]([CH3:20])[CH2:18]4)[CH2:13][CH2:12]3)[C:5]=2[O:4][CH2:3][CH2:2]1. The catalyst class is: 2. (2) Reactant: [CH3:1][C:2]1[CH:26]=[CH:25][CH:24]=[C:23]([CH3:27])[C:3]=1[CH2:4][NH:5][C:6]1[C:7]2[N:8]([C:18]([CH3:22])=[C:19]([CH3:21])[N:20]=2)[CH:9]=[C:10]([C:12](OC(C)C)=[O:13])[CH:11]=1.[CH2:28]([CH2:30][NH2:31])[OH:29]. Product: [CH3:27][C:23]1[CH:24]=[CH:25][CH:26]=[C:2]([CH3:1])[C:3]=1[CH2:4][NH:5][C:6]1[C:7]2[N:8]([C:18]([CH3:22])=[C:19]([CH3:21])[N:20]=2)[CH:9]=[C:10]([C:12]([NH:31][CH2:30][CH2:28][OH:29])=[O:13])[CH:11]=1. The catalyst class is: 1. (3) Reactant: [Br:1][C:2]1[C:3]([Cl:12])=[CH:4][C:5]([O:10][CH3:11])=[C:6]([CH:9]=1)[CH:7]=O.[CH3:13][O:14][C:15]1[CH:22]=[C:21]([O:23][CH3:24])[CH:20]=[CH:19][C:16]=1[CH2:17][NH2:18].[BH4-].[Na+]. Product: [Br:1][C:2]1[C:3]([Cl:12])=[CH:4][C:5]([O:10][CH3:11])=[C:6]([CH:9]=1)[CH2:7][NH:18][CH2:17][C:16]1[CH:19]=[CH:20][C:21]([O:23][CH3:24])=[CH:22][C:15]=1[O:14][CH3:13]. The catalyst class is: 100.